This data is from Full USPTO retrosynthesis dataset with 1.9M reactions from patents (1976-2016). The task is: Predict the reactants needed to synthesize the given product. (1) Given the product [CH:21]([C:18]1[CH:19]=[CH:20][C:13]([O:9][C:6]2[CH:5]=[CH:4][C:3]([C:2]([F:10])([F:11])[F:1])=[CH:8][CH:7]=2)=[C:14]([CH:17]=1)[C:15]#[N:16])=[O:22], predict the reactants needed to synthesize it. The reactants are: [F:1][C:2]([F:11])([F:10])[C:3]1[CH:8]=[CH:7][C:6]([OH:9])=[CH:5][CH:4]=1.F[C:13]1[CH:20]=[CH:19][C:18]([CH:21]=[O:22])=[CH:17][C:14]=1[C:15]#[N:16]. (2) Given the product [CH2:2]([OH:1])[CH:3]([OH:4])[CH3:5].[OH:11][CH2:10][C:8](=[O:9])[CH3:7], predict the reactants needed to synthesize it. The reactants are: [OH:1][CH2:2][CH:3]([CH2:5]O)[OH:4].[CH3:7][C:8]([CH2:10][OH:11])=[O:9]. (3) The reactants are: Cl[CH2:2][C:3]1[N:4]=[C:5]([C:9]2[CH:14]=[CH:13][C:12]([C:15]([F:18])([F:17])[F:16])=[CH:11][CH:10]=2)[O:6][C:7]=1[CH3:8].[N-:19]=[N+:20]=[N-:21].[Na+]. Given the product [N:19]([CH2:2][C:3]1[N:4]=[C:5]([C:9]2[CH:14]=[CH:13][C:12]([C:15]([F:18])([F:17])[F:16])=[CH:11][CH:10]=2)[O:6][C:7]=1[CH3:8])=[N+:20]=[N-:21], predict the reactants needed to synthesize it.